This data is from Forward reaction prediction with 1.9M reactions from USPTO patents (1976-2016). The task is: Predict the product of the given reaction. (1) Given the reactants [C:1]([O:5][C:6]([N:8]1[CH2:12][C:11](=[CH2:13])[CH2:10][CH:9]1[C:14]([OH:16])=[O:15])=[O:7])([CH3:4])(C)C.Cl.O1[CH2:23][CH2:22]OCC1.CCN(C(C)C)[CH:27]([CH3:29])[CH3:28].O.[CH3:34]O, predict the reaction product. The product is: [CH3:34][O:16][C:14]([CH:9]1[CH2:10][C:11](=[CH2:13])[CH2:12][N:8]1[C:6]([O:5][CH2:1][C:4]1[CH:23]=[CH:22][CH:29]=[CH:27][CH:28]=1)=[O:7])=[O:15]. (2) Given the reactants [C:1]([O:9][C@@H:10]1[C@H:14]([CH2:15][O:16][C:17](=[O:24])[C:18]2[CH:23]=[CH:22][CH:21]=[CH:20][CH:19]=2)[O:13][C@H:12]([N:25]2[CH:32]=[CH:31][C:29](=[O:30])[NH:28][C:26]2=[O:27])[C@H:11]1[OH:33])(=[O:8])[C:2]1[CH:7]=[CH:6][CH:5]=[CH:4][CH:3]=1.C1(N=C=NC2CCCCC2)CCCCC1.ClC(Cl)C(O)=O.C(O)(=O)C(O)=O, predict the reaction product. The product is: [C:1]([O:9][C@H:10]1[C@H:14]([CH2:15][O:16][C:17](=[O:24])[C:18]2[CH:23]=[CH:22][CH:21]=[CH:20][CH:19]=2)[O:13][C@H:12]([N:25]2[CH:32]=[CH:31][C:29](=[O:30])[NH:28][C:26]2=[O:27])[C@@H:11]1[OH:33])(=[O:8])[C:2]1[CH:7]=[CH:6][CH:5]=[CH:4][CH:3]=1. (3) Given the reactants C1C=CC(P(C2C=CC=CC=2)C2C=CC=CC=2)=CC=1.CC(OC(/[N:26]=N/C(OC(C)C)=O)=O)C.[N:34]([CH2:37][C@@H:38]([C:40]1[CH:45]=[CH:44][CH:43]=[CH:42][N:41]=1)O)=[N+:35]=[N-:36].C1(=O)NC(=O)C2=CC=CC=C12.NN, predict the reaction product. The product is: [N:34]([CH2:37][C@H:38]([NH2:26])[C:40]1[CH:45]=[CH:44][CH:43]=[CH:42][N:41]=1)=[N+:35]=[N-:36]. (4) Given the reactants [Cl:1][C:2]1[CH:7]=[CH:6][C:5]([CH:8]([N:26]2[CH:30]=[CH:29][N:28]=[CH:27]2)[C:9]2[CH:10]=[C:11]3[C:16](=[CH:17][CH:18]=2)[NH:15][C:14](=O)[CH:13]=[C:12]3[C:20]2[CH:25]=[CH:24][CH:23]=[CH:22][CH:21]=2)=[CH:4][CH:3]=1.P(Cl)(Cl)([Cl:33])=O, predict the reaction product. The product is: [Cl:33][C:14]1[CH:13]=[C:12]([C:20]2[CH:25]=[CH:24][CH:23]=[CH:22][CH:21]=2)[C:11]2[C:16](=[CH:17][CH:18]=[C:9]([CH:8]([C:5]3[CH:6]=[CH:7][C:2]([Cl:1])=[CH:3][CH:4]=3)[N:26]3[CH:30]=[CH:29][N:28]=[CH:27]3)[CH:10]=2)[N:15]=1. (5) Given the reactants [CH:1]1([O:6][C:7]2[N:12]=[C:11]([CH2:13][C:14]3[CH:19]=[CH:18][C:17]([CH2:20][C:21]([O:23]C)=[O:22])=[CH:16][CH:15]=3)[CH:10]=[C:9]([C:25]([F:28])([F:27])[F:26])[N:8]=2)[CH2:5][CH2:4][CH2:3][CH2:2]1.O1CCOCC1.O.[OH-].[Li+].Cl, predict the reaction product. The product is: [CH:1]1([O:6][C:7]2[N:12]=[C:11]([CH2:13][C:14]3[CH:19]=[CH:18][C:17]([CH2:20][C:21]([OH:23])=[O:22])=[CH:16][CH:15]=3)[CH:10]=[C:9]([C:25]([F:27])([F:28])[F:26])[N:8]=2)[CH2:5][CH2:4][CH2:3][CH2:2]1. (6) Given the reactants [C:1]([O:5][C:6](=[O:12])[CH:7]([CH3:11])[C:8]([OH:10])=O)([CH3:4])([CH3:3])[CH3:2].[NH2:13][CH:14]1[C:20](=[O:21])[N:19]([CH3:22])[C:18]2[CH:23]=[CH:24][CH:25]=[CH:26][C:17]=2[C:16]2[CH:27]=[CH:28][CH:29]=[CH:30][C:15]1=2.OC1C2N=NNC=2C=CC=1.C(N(C(C)C)CC)(C)C.Cl.CN(C)CCCN=C=NCC, predict the reaction product. The product is: [C:1]([O:5][C:6](=[O:12])[CH:7]([CH3:11])[C:8]([NH:13][CH:14]1[C:20](=[O:21])[N:19]([CH3:22])[C:18]2[CH:23]=[CH:24][CH:25]=[CH:26][C:17]=2[C:16]2[CH:27]=[CH:28][CH:29]=[CH:30][C:15]1=2)=[O:10])([CH3:2])([CH3:3])[CH3:4]. (7) The product is: [CH3:32][N:33]([CH2:1][C:3]1[CH:7]=[CH:6][O:5][C:4]=1[C:8]1[CH:9]=[CH:10][C:11]2[O:15][C:14]3[CH:16]=[C:17]([S:20]([NH:23][C@@H:24]([CH:28]([CH3:30])[CH3:29])[C:25]([OH:27])=[O:26])(=[O:21])=[O:22])[CH:18]=[CH:19][C:13]=3[C:12]=2[CH:31]=1)[CH3:34]. Given the reactants [CH:1]([C:3]1[CH:7]=[CH:6][O:5][C:4]=1[C:8]1[CH:9]=[CH:10][C:11]2[O:15][C:14]3[CH:16]=[C:17]([S:20]([NH:23][C@@H:24]([CH:28]([CH3:30])[CH3:29])[C:25]([OH:27])=[O:26])(=[O:22])=[O:21])[CH:18]=[CH:19][C:13]=3[C:12]=2[CH:31]=1)=O.[CH3:32][NH:33][CH3:34].C([BH3-])#N.[Na+].O, predict the reaction product. (8) Given the reactants [C:1]([C:3]1[CH:8]=[CH:7][N:6]=[C:5]([N:9]2[C:13]([C:14]3[CH:19]=[CH:18][C:17]([CH3:20])=[CH:16][CH:15]=3)=[CH:12][C:11]([C:21]([O:23]C)=[O:22])=[N:10]2)[CH:4]=1)#[N:2].[OH-].[Na+].Cl, predict the reaction product. The product is: [C:1]([C:3]1[CH:8]=[CH:7][N:6]=[C:5]([N:9]2[C:13]([C:14]3[CH:19]=[CH:18][C:17]([CH3:20])=[CH:16][CH:15]=3)=[CH:12][C:11]([C:21]([OH:23])=[O:22])=[N:10]2)[CH:4]=1)#[N:2]. (9) Given the reactants [F:1][C:2]1[CH:12]=[CH:11][C:5]([O:6][CH2:7][C:8]([NH2:10])=[NH:9])=[CH:4][CH:3]=1.[Cl:13][C:14]1[CH:25]=[C:24]([Cl:26])[CH:23]=[CH:22][C:15]=1[CH:16]=[C:17]([C:20]#[N:21])[C:18]#[N:19], predict the reaction product. The product is: [NH2:21][CH2:20][C:17]1[C:18]([NH2:19])=[N:9][C:8]([CH2:7][O:6][C:5]2[CH:4]=[CH:3][C:2]([F:1])=[CH:12][CH:11]=2)=[N:10][C:16]=1[C:15]1[CH:22]=[CH:23][C:24]([Cl:26])=[CH:25][C:14]=1[Cl:13].